Dataset: Catalyst prediction with 721,799 reactions and 888 catalyst types from USPTO. Task: Predict which catalyst facilitates the given reaction. (1) Reactant: CN(C)C=O.Cl[C:7]1[CH:12]=[C:11]([O:13][CH2:14][C:15]#[C:16][CH3:17])[N:10]=[CH:9][N:8]=1.C(=O)([O-])[O-].[CH3:22][CH:23]1[CH2:27][CH2:26][CH2:25][NH:24]1. Product: [CH2:14]([O:13][C:11]1[CH:12]=[C:7]([N:24]2[CH2:25][CH2:26][CH2:27][CH:23]2[CH3:22])[N:8]=[CH:9][N:10]=1)[C:15]#[C:16][CH3:17]. The catalyst class is: 13. (2) Reactant: [CH2:1]([N:3]1[CH2:7][CH2:6][C@H:5]([C:8]([OH:10])=O)[CH2:4]1)[CH3:2].C1C=CC2N(O)N=NC=2C=1.CCN=C=NCCCN(C)C.[NH2:32][CH2:33][C:34]1[CH:39]=[C:38]([F:40])[CH:37]=[CH:36][C:35]=1[S:41]([NH:44][C:45]1[C:54]([C:55]([O:57][CH3:58])=[O:56])=[C:53]2[C:48]([C@H:49]3[CH2:59][C@H:50]3[CH2:51][O:52]2)=[CH:47][CH:46]=1)(=[O:43])=[O:42]. Product: [CH2:1]([N:3]1[CH2:7][CH2:6][C@H:5]([C:8]([NH:32][CH2:33][C:34]2[CH:39]=[C:38]([F:40])[CH:37]=[CH:36][C:35]=2[S:41]([NH:44][C:45]2[C:54]([C:55]([O:57][CH3:58])=[O:56])=[C:53]3[C:48]([C@H:49]4[CH2:59][C@H:50]4[CH2:51][O:52]3)=[CH:47][CH:46]=2)(=[O:42])=[O:43])=[O:10])[CH2:4]1)[CH3:2]. The catalyst class is: 2.